Dataset: Catalyst prediction with 721,799 reactions and 888 catalyst types from USPTO. Task: Predict which catalyst facilitates the given reaction. (1) Reactant: Cl[C:2]1[CH:7]=[CH:6][N:5]=[CH:4][C:3]=1[N+:8]([O-:10])=[O:9].[CH3:11][O:12][C:13]1[CH:14]=[C:15](B(O)O)[CH:16]=[CH:17][C:18]=1[O:19][CH3:20].O.P([O-])([O-])([O-])=O.[K+].[K+].[K+]. The catalyst class is: 6. Product: [CH3:11][O:12][C:13]1[CH:14]=[C:15]([C:2]2[CH:7]=[CH:6][N:5]=[CH:4][C:3]=2[N+:8]([O-:10])=[O:9])[CH:16]=[CH:17][C:18]=1[O:19][CH3:20]. (2) Reactant: [ClH:1].[CH3:2][NH:3][O:4][CH3:5].[NH2:6][C:7]1[N:15]=[CH:14][C:13]([Br:16])=[CH:12][C:8]=1[C:9](O)=[O:10].CN1CCOCC1.C1CN([P+](ON2N=NC3C=CC=CC2=3)(N2CCCC2)N2CCCC2)CC1.F[P-](F)(F)(F)(F)F. Product: [ClH:1].[CH3:5][O:4][N:3]([CH3:2])[C:9](=[O:10])[C:8]1[CH:12]=[C:13]([Br:16])[CH:14]=[N:15][C:7]=1[NH2:6]. The catalyst class is: 4. (3) Reactant: [OH:1][C:2]1[C:9]([O:10][CH3:11])=[CH:8][C:5]([CH:6]=[O:7])=[CH:4][C:3]=1[O:12][CH3:13].C([O-])([O-])=O.[Cs+].[Cs+].Br[CH2:21][CH:22]([CH2:25][CH3:26])[CH2:23][CH3:24].O. Product: [CH2:23]([CH:22]([CH2:25][CH3:26])[CH2:21][O:1][C:2]1[C:3]([O:12][CH3:13])=[CH:4][C:5]([CH:6]=[O:7])=[CH:8][C:9]=1[O:10][CH3:11])[CH3:24]. The catalyst class is: 3. (4) Reactant: [C:1]([C:3]1([CH2:16][CH:17]([CH3:19])[CH3:18])[CH2:8][CH2:7][N:6](C(OC(C)(C)C)=O)[CH2:5][CH2:4]1)#[N:2].[ClH:20].O1CCOCC1. Product: [Cl-:20].[C:1]([C:3]1([CH2:16][CH:17]([CH3:19])[CH3:18])[CH2:8][CH2:7][NH2+:6][CH2:5][CH2:4]1)#[N:2].[ClH:20]. The catalyst class is: 27. (5) Reactant: [Cl:1][C:2]1[C:10]2[N:9]=[N:8][N:7]([CH2:11][CH:12]3[CH2:14][CH2:13]3)[C:6]=2[CH:5]=[CH:4][C:3]=1[C:15]#[CH:16].Br[C:18]1[CH:19]=[N:20][CH:21]=[CH:22][C:23]=1[CH3:24].C(N(CC)CC)C. Product: [Cl:1][C:2]1[C:10]2[N:9]=[N:8][N:7]([CH2:11][CH:12]3[CH2:13][CH2:14]3)[C:6]=2[CH:5]=[CH:4][C:3]=1[C:15]#[C:16][C:18]1[CH:19]=[N:20][CH:21]=[CH:22][C:23]=1[CH3:24]. The catalyst class is: 122. (6) Reactant: [NH2:1][S:2]([C:5]1[CH:10]=[CH:9][C:8]([CH2:11][CH2:12][NH:13][CH2:14][C:15]2[CH:16]=[C:17]([C:21]3[CH:26]=[CH:25][CH:24]=[C:23]([C:27]([NH:29][CH2:30][CH2:31][N:32]4[CH2:36][CH2:35][CH2:34][CH2:33]4)=[O:28])[CH:22]=3)[CH:18]=[CH:19][CH:20]=2)=[CH:7][CH:6]=1)(=[O:4])=[O:3].[C:37](O)(=[O:46])/[CH:38]=[CH:39]/[C:40]1[CH:45]=[CH:44][CH:43]=[CH:42][CH:41]=1.C(N=C=NCCCN(C)C)C.ON1C2C=CC=CC=2N=N1. Product: [NH2:1][S:2]([C:5]1[CH:6]=[CH:7][C:8]([CH2:11][CH2:12][N:13]([CH2:14][C:15]2[CH:16]=[C:17]([C:21]3[CH:26]=[CH:25][CH:24]=[C:23]([C:27]([NH:29][CH2:30][CH2:31][N:32]4[CH2:36][CH2:35][CH2:34][CH2:33]4)=[O:28])[CH:22]=3)[CH:18]=[CH:19][CH:20]=2)[C:37](=[O:46])/[CH:38]=[CH:39]/[C:40]2[CH:45]=[CH:44][CH:43]=[CH:42][CH:41]=2)=[CH:9][CH:10]=1)(=[O:4])=[O:3]. The catalyst class is: 139. (7) The catalyst class is: 8. Reactant: [CH2:1]([O:3][C:4]1[C:5]([OH:14])=[C:6]([CH:9]=[C:10]([CH:12]=O)[CH:11]=1)[C:7]#[N:8])[CH3:2].[C:15]1([C:21](=O)[CH2:22][C:23]2[CH:27]=[CH:26][S:25][CH:24]=2)[CH:20]=[CH:19][CH:18]=[CH:17][CH:16]=1.[NH2:29][C:30]([NH2:32])=[O:31].Cl. Product: [CH2:1]([O:3][C:4]1[C:5]([OH:14])=[C:6]([CH:9]=[C:10]([CH:12]2[C:22]([C:23]3[CH:27]=[CH:26][S:25][CH:24]=3)=[C:21]([C:15]3[CH:20]=[CH:19][CH:18]=[CH:17][CH:16]=3)[NH:32][C:30](=[O:31])[NH:29]2)[CH:11]=1)[C:7]#[N:8])[CH3:2].